From a dataset of Forward reaction prediction with 1.9M reactions from USPTO patents (1976-2016). Predict the product of the given reaction. (1) Given the reactants [NH2:1][C:2]1[CH:7]=[CH:6][C:5]([N:8]2[CH2:13][CH2:12][O:11][CH2:10][C:9]2=[O:14])=[CH:4][CH:3]=1.O.C([O-])(O)=O.[Na+].[C:21](Cl)([O:23][CH2:24][C:25]1[CH:30]=[CH:29][CH:28]=[CH:27][CH:26]=1)=[O:22], predict the reaction product. The product is: [O:14]=[C:9]1[N:8]([C:5]2[CH:4]=[CH:3][C:2]([NH:1][C:21](=[O:22])[O:23][CH2:24][C:25]3[CH:30]=[CH:29][CH:28]=[CH:27][CH:26]=3)=[CH:7][CH:6]=2)[CH2:13][CH2:12][O:11][CH2:10]1. (2) Given the reactants [O:1]=[C:2]1[CH2:6][CH2:5][C:4]([NH:7][C:8]2[CH:17]=[CH:16][C:11]([C:12]([O:14]C)=[O:13])=[CH:10][CH:9]=2)=[CH:3]1.[OH-].[Na+].Cl.[CH2:21]1COCC1, predict the reaction product. The product is: [CH3:21][C:3]1[C:2](=[O:1])[CH2:6][CH2:5][C:4]=1[NH:7][C:8]1[CH:17]=[CH:16][C:11]([C:12]([OH:14])=[O:13])=[CH:10][CH:9]=1. (3) Given the reactants [F:1][C:2]([F:20])([F:19])[C:3]1[CH:8]=[CH:7][CH:6]=[CH:5][C:4]=1[C:9]1[CH:17]=[CH:16][CH:15]=[C:14]2[C:10]=1[C:11]([NH2:18])=[N:12][NH:13]2.CC1(C)OC(=O)[CH:25]([C:29]([CH:31]2[CH2:36][CH2:35][N:34]([C:37]([O:39][C:40]([CH3:43])([CH3:42])[CH3:41])=[O:38])[CH2:33][CH2:32]2)=O)[C:24](=O)[O:23]1.P([O-])([O-])([O-])=O.[K+].[K+].[K+], predict the reaction product. The product is: [O:23]=[C:24]1[CH:25]=[C:29]([CH:31]2[CH2:36][CH2:35][N:34]([C:37]([O:39][C:40]([CH3:43])([CH3:42])[CH3:41])=[O:38])[CH2:33][CH2:32]2)[N:12]2[N:13]=[C:14]3[C:10]([C:9]([C:4]4[CH:5]=[CH:6][CH:7]=[CH:8][C:3]=4[C:2]([F:19])([F:1])[F:20])=[CH:17][CH:16]=[CH:15]3)=[C:11]2[NH:18]1.